Dataset: Catalyst prediction with 721,799 reactions and 888 catalyst types from USPTO. Task: Predict which catalyst facilitates the given reaction. (1) Reactant: [N:1]1([CH2:7][CH2:8][NH:9][CH2:10][C:11]2[CH:16]=[CH:15][CH:14]=[C:13]([O:17][C:18]3[CH:23]=[CH:22][CH:21]=[C:20]([C:24]([F:27])([F:26])[F:25])[CH:19]=3)[CH:12]=2)[CH2:6][CH2:5][CH2:4][CH2:3][CH2:2]1.[C:28](Cl)(=[O:30])[CH3:29].N1C=CC=CC=1. Product: [N:1]1([CH2:7][CH2:8][N:9]([CH2:10][C:11]2[CH:16]=[CH:15][CH:14]=[C:13]([O:17][C:18]3[CH:23]=[CH:22][CH:21]=[C:20]([C:24]([F:25])([F:26])[F:27])[CH:19]=3)[CH:12]=2)[C:28](=[O:30])[CH3:29])[CH2:6][CH2:5][CH2:4][CH2:3][CH2:2]1. The catalyst class is: 2. (2) Reactant: [Cl:1][C:2]1[CH:3]=[C:4]([CH:6]=[C:7]([F:10])[C:8]=1[F:9])[NH2:5].[Cl:11][S:12]([C:15]1[CH:16]=[C:17]([C:21](Cl)=[O:22])[N:18]([CH3:20])[CH:19]=1)(=[O:14])=[O:13]. Product: [Cl:1][C:2]1[CH:3]=[C:4]([NH:5][C:21]([C:17]2[N:18]([CH3:20])[CH:19]=[C:15]([S:12]([Cl:11])(=[O:14])=[O:13])[CH:16]=2)=[O:22])[CH:6]=[C:7]([F:10])[C:8]=1[F:9]. The catalyst class is: 11.